Dataset: NCI-60 drug combinations with 297,098 pairs across 59 cell lines. Task: Regression. Given two drug SMILES strings and cell line genomic features, predict the synergy score measuring deviation from expected non-interaction effect. (1) Drug 1: CN(C(=O)NC(C=O)C(C(C(CO)O)O)O)N=O. Drug 2: CC(C)NC(=O)C1=CC=C(C=C1)CNNC.Cl. Cell line: NCI-H226. Synergy scores: CSS=0.0705, Synergy_ZIP=0.831, Synergy_Bliss=1.90, Synergy_Loewe=-0.837, Synergy_HSA=-0.351. (2) Drug 1: C1=CN(C(=O)N=C1N)C2C(C(C(O2)CO)O)O.Cl. Drug 2: CCC(=C(C1=CC=CC=C1)C2=CC=C(C=C2)OCCN(C)C)C3=CC=CC=C3.C(C(=O)O)C(CC(=O)O)(C(=O)O)O. Cell line: MALME-3M. Synergy scores: CSS=28.6, Synergy_ZIP=2.58, Synergy_Bliss=2.19, Synergy_Loewe=-25.6, Synergy_HSA=-0.729. (3) Drug 1: CNC(=O)C1=CC=CC=C1SC2=CC3=C(C=C2)C(=NN3)C=CC4=CC=CC=N4. Drug 2: C1=CC=C(C=C1)NC(=O)CCCCCCC(=O)NO. Cell line: IGROV1. Synergy scores: CSS=16.6, Synergy_ZIP=3.48, Synergy_Bliss=7.61, Synergy_Loewe=7.35, Synergy_HSA=7.09. (4) Drug 1: C1=C(C(=O)NC(=O)N1)N(CCCl)CCCl. Drug 2: CC12CCC3C(C1CCC2OP(=O)(O)O)CCC4=C3C=CC(=C4)OC(=O)N(CCCl)CCCl.[Na+]. Cell line: MALME-3M. Synergy scores: CSS=-3.07, Synergy_ZIP=-7.56, Synergy_Bliss=-12.3, Synergy_Loewe=-20.5, Synergy_HSA=-12.1. (5) Cell line: LOX IMVI. Synergy scores: CSS=7.91, Synergy_ZIP=-8.53, Synergy_Bliss=-17.4, Synergy_Loewe=-26.3, Synergy_HSA=-16.0. Drug 2: CC1=C(C(=O)C2=C(C1=O)N3CC4C(C3(C2COC(=O)N)OC)N4)N. Drug 1: CC1=C(C=C(C=C1)NC2=NC=CC(=N2)N(C)C3=CC4=NN(C(=C4C=C3)C)C)S(=O)(=O)N.Cl.